From a dataset of Forward reaction prediction with 1.9M reactions from USPTO patents (1976-2016). Predict the product of the given reaction. (1) The product is: [N:1]1[CH:6]=[CH:5][CH:4]=[CH:3][C:2]=1[C:7]#[C:8][C:9]1[CH:14]=[CH:13][C:12]([S:20]([Cl:23])(=[O:21])=[O:17])=[CH:11][CH:10]=1. Given the reactants [N:1]1[CH:6]=[CH:5][CH:4]=[CH:3][C:2]=1[C:7]#[C:8][C:9]1[CH:14]=[CH:13][C:12](N)=[CH:11][CH:10]=1.N([O-])=[O:17].[Na+].[S:20]([Cl:23])(Cl)=[O:21], predict the reaction product. (2) The product is: [NH2:25][C:16]1[S:15][C:19]2[CH:20]=[CH:21][CH:22]=[C:23]([NH:24][C:12]([C:7]3[CH:6]=[CH:5][C:4]4[C:9](=[CH:10][CH:11]=[C:2]([Br:1])[CH:3]=4)[CH:8]=3)=[O:13])[C:18]=2[N:17]=1. Given the reactants [Br:1][C:2]1[CH:3]=[C:4]2[C:9](=[CH:10][CH:11]=1)[CH:8]=[C:7]([C:12](Cl)=[O:13])[CH:6]=[CH:5]2.[S:15]1[C:19]2=[CH:20][CH:21]=[CH:22][C:23]([NH2:24])=[C:18]2[N:17]=[C:16]1[NH2:25], predict the reaction product.